From a dataset of HIV replication inhibition screening data with 41,000+ compounds from the AIDS Antiviral Screen. Binary Classification. Given a drug SMILES string, predict its activity (active/inactive) in a high-throughput screening assay against a specified biological target. The drug is C[N+](C)(C)CC(CC(=O)[O-])C1CC1. The result is 0 (inactive).